Task: Predict which catalyst facilitates the given reaction.. Dataset: Catalyst prediction with 721,799 reactions and 888 catalyst types from USPTO (1) Reactant: [CH2:1]([N:4]1[CH2:10][CH2:9][CH2:8][CH2:7][C:6]([CH2:19][CH3:20])([C:11]2[CH:16]=[CH:15][CH:14]=[C:13]([O:17][CH3:18])[CH:12]=2)[C:5]1=[O:21])[CH:2]=[CH2:3].B.C1C[O:26]CC1.[OH-].[Na+].OO. Product: [CH2:19]([C:6]1([C:11]2[CH:16]=[CH:15][CH:14]=[C:13]([O:17][CH3:18])[CH:12]=2)[CH2:7][CH2:8][CH2:9][CH2:10][N:4]([CH2:1][CH2:2][CH2:3][OH:26])[C:5]1=[O:21])[CH3:20]. The catalyst class is: 242. (2) Reactant: [C:1]([C:3]1[CH:4]=[C:5](B(O)O)[CH:6]=[C:7]([F:9])[CH:8]=1)#[N:2].Br[C:14]1[S:18][C:17]([C:19]([O:21]CC)=[O:20])=[N:16][C:15]=1[C:24]1[CH:29]=[CH:28][C:27]([F:30])=[C:26]([C:31]#[N:32])[CH:25]=1.C(=O)(O)[O-].[Na+]. Product: [C:31]([C:26]1[CH:25]=[C:24]([C:15]2[N:16]=[C:17]([C:19]([OH:21])=[O:20])[S:18][C:14]=2[C:5]2[CH:6]=[C:7]([F:9])[CH:8]=[C:3]([C:1]#[N:2])[CH:4]=2)[CH:29]=[CH:28][C:27]=1[F:30])#[N:32]. The catalyst class is: 108. (3) Product: [CH3:13][O:12][C:10]([C:5]12[CH2:9][C:1]([C:14]([OH:16])=[O:15])([CH2:8][CH2:7][CH2:6]1)[CH2:2][CH2:3][CH2:4]2)=[O:11]. The catalyst class is: 40. Reactant: [C:1]12([C:14]([O:16]C)=[O:15])[CH2:9][C:5]([C:10]([O:12][CH3:13])=[O:11])([CH2:6][CH2:7][CH2:8]1)[CH2:4][CH2:3][CH2:2]2. (4) Reactant: [CH2:1]([C:3]1[CH:11]=[CH:10][C:6]([C:7]([OH:9])=[O:8])=[CH:5][C:4]=1[OH:12])[CH3:2].[CH3:13]O. Product: [CH3:13][O:8][C:7](=[O:9])[C:6]1[CH:10]=[CH:11][C:3]([CH2:1][CH3:2])=[C:4]([OH:12])[CH:5]=1. The catalyst class is: 82. (5) Reactant: [NH2:1][C:2]1[CH:3]=[C:4]([NH:8][C:9]2[CH:10]=[CH:11][CH:12]=[C:13]3[C:17]=2[NH:16][C:15](=[O:18])[CH2:14]3)[CH:5]=[CH:6][CH:7]=1.[CH3:19][N:20]1[CH2:25][CH2:24][N:23]([CH2:26][C:27]2[CH:35]=[CH:34][C:30]([C:31](O)=[O:32])=[CH:29][CH:28]=2)[CH2:22][CH2:21]1.C(N(CC)C(C)C)(C)C.CN(C(ON1N=NC2C=CC=NC1=2)=[N+](C)C)C.F[P-](F)(F)(F)(F)F. Product: [CH3:19][N:20]1[CH2:25][CH2:24][N:23]([CH2:26][C:27]2[CH:35]=[CH:34][C:30]([C:31]([NH:1][C:2]3[CH:7]=[CH:6][CH:5]=[C:4]([NH:8][C:9]4[CH:10]=[CH:11][CH:12]=[C:13]5[C:17]=4[NH:16][C:15](=[O:18])[CH2:14]5)[CH:3]=3)=[O:32])=[CH:29][CH:28]=2)[CH2:22][CH2:21]1. The catalyst class is: 3. (6) Reactant: C(=O)([O-])[O-].[K+].[K+].[NH2:7][C:8]1[N:9]=[C:10]([CH3:27])[C:11]2[CH:17]=[C:16]([C:18]#[C:19][Si](C)(C)C)[C:15](=[O:24])[N:14]([CH2:25][CH3:26])[C:12]=2[N:13]=1. Product: [NH2:7][C:8]1[N:9]=[C:10]([CH3:27])[C:11]2[CH:17]=[C:16]([C:18]#[CH:19])[C:15](=[O:24])[N:14]([CH2:25][CH3:26])[C:12]=2[N:13]=1. The catalyst class is: 5. (7) Reactant: Cl.[CH3:2][O:3][C:4]1[CH:5]=[C:6]([C:12]2[C:13]([CH3:25])([CH3:24])[C:14](=[O:23])[N:15]([CH:17]3[CH2:22][CH2:21][NH:20][CH2:19][CH2:18]3)[N:16]=2)[CH:7]=[CH:8][C:9]=1[O:10][CH3:11].C(N(CC)CC)C.[Cl:33][CH2:34][C:35](O[C:35](=[O:36])[CH2:34][Cl:33])=[O:36]. Product: [Cl:33][CH2:34][C:35]([N:20]1[CH2:21][CH2:22][CH:17]([N:15]2[C:14](=[O:23])[C:13]([CH3:25])([CH3:24])[C:12]([C:6]3[CH:7]=[CH:8][C:9]([O:10][CH3:11])=[C:4]([O:3][CH3:2])[CH:5]=3)=[N:16]2)[CH2:18][CH2:19]1)=[O:36]. The catalyst class is: 2. (8) Reactant: F[C:2]1[CH:11]=[CH:10][CH:9]=[C:8]2[C:3]=1[CH:4]=[N:5][C:6]([CH3:12])=[N:7]2.CN(C=O)C.[NH:18]1[CH2:23][CH2:22][NH:21][CH2:20][CH2:19]1. Product: [CH3:12][C:6]1[N:5]=[CH:4][C:3]2[C:8](=[CH:9][CH:10]=[CH:11][C:2]=2[N:18]2[CH2:23][CH2:22][NH:21][CH2:20][CH2:19]2)[N:7]=1. The catalyst class is: 6.